Task: Predict the reactants needed to synthesize the given product.. Dataset: Full USPTO retrosynthesis dataset with 1.9M reactions from patents (1976-2016) Given the product [N:34]1([C:2]2[CH:7]=[CH:6][C:5]([C@@H:8]3[C@@H:10]([C:11]4[CH:16]=[CH:15][CH:14]=[CH:13][CH:12]=4)[C@H:9]3[C:17]([NH:54][OH:63])=[O:18])=[CH:4][CH:3]=2)[CH:38]=[CH:37][N:36]=[CH:35]1, predict the reactants needed to synthesize it. The reactants are: Br[C:2]1[CH:7]=[CH:6][C:5]([C@@H:8]2[C@@H:10]([C:11]3[CH:16]=[CH:15][CH:14]=[CH:13][CH:12]=3)[C@H:9]2[C:17](OC)=[O:18])=[CH:4][CH:3]=1.C([O-])([O-])=O.[K+].[K+].C(CC(=O)C)(=O)C.[NH:34]1[CH:38]=[CH:37][N:36]=[CH:35]1.NO.[OH-].[K+].Cl.Cl.NO.F[P-](F)(F)(F)(F)F.[N:54]1([O:63][P+](N(C)C)(N(C)C)N(C)C)C2C=CC=CC=2N=N1.C(N(CC)CC)C.